Dataset: Full USPTO retrosynthesis dataset with 1.9M reactions from patents (1976-2016). Task: Predict the reactants needed to synthesize the given product. (1) Given the product [O:6]=[C:4]1[C:3]2[C:2](=[CH:10][CH:9]=[CH:8][CH:7]=2)[C:1](=[O:11])[N:5]1[CH2:29][CH2:30][O:31][CH2:32][CH2:33][O:34][CH2:35][CH2:36][O:37][CH2:38][CH2:39][O:40][N:41]1[C:42](=[O:51])[C:43]2[C:48](=[CH:47][CH:46]=[CH:45][CH:44]=2)[C:49]1=[O:50], predict the reactants needed to synthesize it. The reactants are: [C:1]1(=[O:11])[NH:5][C:4](=[O:6])[C:3]2=[CH:7][CH:8]=[CH:9][CH:10]=[C:2]12.[K].C(=O)(O)[O-].[Na+].CC1C=CC(S(O[CH2:29][CH2:30][O:31][CH2:32][CH2:33][O:34][CH2:35][CH2:36][O:37][CH2:38][CH2:39][O:40][N:41]2[C:49](=[O:50])[C:48]3[C:43](=[CH:44][CH:45]=[CH:46][CH:47]=3)[C:42]2=[O:51])(=O)=O)=CC=1. (2) The reactants are: Cl[C:2]1[N:11]=[C:10]([N:12]2[CH2:16][CH2:15][C@H:14]([NH:17][CH3:18])[CH2:13]2)[C:9]2[C:4](=[CH:5][CH:6]=[CH:7][C:8]=2[CH3:19])[N:3]=1.[NH2:20][C:21]1[CH:22]=[C:23]([CH:26]=[C:27]([NH2:29])[CH:28]=1)[C:24]#[N:25].C(N(C(C)C)CC)(C)C. Given the product [NH2:20][C:21]1[CH:22]=[C:23]([CH:26]=[C:27]([NH:29][C:2]2[N:11]=[C:10]([N:12]3[CH2:16][CH2:15][C@H:14]([NH:17][CH3:18])[CH2:13]3)[C:9]3[C:4](=[CH:5][CH:6]=[CH:7][C:8]=3[CH3:19])[N:3]=2)[CH:28]=1)[C:24]#[N:25], predict the reactants needed to synthesize it. (3) Given the product [C:29]([O:33][C:34](=[O:41])[NH:35][CH2:36][C@@H:37]([CH3:38])[CH2:40][N:8]1[C:9]2[CH:10]=[CH:11][C:2]([F:1])=[CH:3][C:4]=2[C:5]2=[N:15][N:14]([CH:16]3[CH2:21][CH2:20][CH2:19][CH2:18][O:17]3)[C:13]([CH3:22])=[C:6]2[C:7]1=[O:12])([CH3:32])([CH3:31])[CH3:30], predict the reactants needed to synthesize it. The reactants are: [F:1][C:2]1[CH:11]=[CH:10][C:9]2[NH:8][C:7](=[O:12])[C:6]3=[C:13]([CH3:22])[N:14]([CH:16]4[CH2:21][CH2:20][CH2:19][CH2:18][O:17]4)[N:15]=[C:5]3[C:4]=2[CH:3]=1.C([O-])([O-])=O.[Cs+].[Cs+].[C:29]([O:33][C:34](=[O:41])[NH:35][CH2:36][C@@H:37]([CH3:40])[CH2:38]Br)([CH3:32])([CH3:31])[CH3:30].